From a dataset of Catalyst prediction with 721,799 reactions and 888 catalyst types from USPTO. Predict which catalyst facilitates the given reaction. (1) Reactant: [Cl:1][C:2]1[CH:3]=[C:4]([CH:25]=[CH:26][CH:27]=1)[CH2:5][CH2:6][S:7]([N:10]1[CH2:14][C@H:13]2[CH2:15][N:16](C(OC(C)(C)C)=O)[CH2:17][C@H:12]2[CH2:11]1)(=[O:9])=[O:8].Cl. Product: [Cl:1][C:2]1[CH:3]=[C:4]([CH:25]=[CH:26][CH:27]=1)[CH2:5][CH2:6][S:7]([N:10]1[CH2:11][C@@H:12]2[C@@H:13]([CH2:15][NH:16][CH2:17]2)[CH2:14]1)(=[O:9])=[O:8]. The catalyst class is: 240. (2) Reactant: [Br:1][C:2]1[CH:8]=[CH:7][C:5]([NH2:6])=[C:4]([N+:9]([O-:11])=[O:10])[CH:3]=1.C(O)(C(F)(F)F)=O.[BH-](OC(C)=O)(OC(C)=O)OC(C)=O.[Na+].[CH3:33][S:34][C:35]1[O:36][C:37]2[CH:43]=[C:42]([CH:44]=O)[CH:41]=[CH:40][C:38]=2[N:39]=1. Product: [Br:1][C:2]1[CH:8]=[CH:7][C:5]([NH:6][CH2:44][C:42]2[CH:41]=[CH:40][C:38]3[N:39]=[C:35]([S:34][CH3:33])[O:36][C:37]=3[CH:43]=2)=[C:4]([N+:9]([O-:11])=[O:10])[CH:3]=1. The catalyst class is: 2. (3) Reactant: [CH2:1]([C:3]1[N:7]([C:8]2[C:9]([CH3:29])=[C:10]([CH:26]=[CH:27][CH:28]=2)[CH2:11][NH:12][C:13]2[CH:25]=[CH:24][C:16]3[C@H:17]([CH2:20][C:21]([OH:23])=[O:22])[CH2:18][O:19][C:15]=3[CH:14]=2)[C:6]2[CH:30]=[C:31]([F:34])[CH:32]=[CH:33][C:5]=2[N:4]=1)[CH3:2].[OH-].[Na+:36].C(#N)C. Product: [CH2:1]([C:3]1[N:7]([C:8]2[C:9]([CH3:29])=[C:10]([CH:26]=[CH:27][CH:28]=2)[CH2:11][NH:12][C:13]2[CH:25]=[CH:24][C:16]3[C@H:17]([CH2:20][C:21]([O-:23])=[O:22])[CH2:18][O:19][C:15]=3[CH:14]=2)[C:6]2[CH:30]=[C:31]([F:34])[CH:32]=[CH:33][C:5]=2[N:4]=1)[CH3:2].[Na+:36]. The catalyst class is: 6. (4) Reactant: [Br:1][C:2]1[CH:3]=[CH:4][C:5]2[O:9][C:8]([C:10]([NH2:12])=[O:11])=[C:7]([NH:13][C:14](=O)[CH2:15][Cl:16])[C:6]=2[CH:18]=1.Cl. Product: [Br:1][C:2]1[CH:3]=[CH:4][C:5]2[O:9][C:8]3[C:10](=[O:11])[NH:12][C:14]([CH2:15][Cl:16])=[N:13][C:7]=3[C:6]=2[CH:18]=1. The catalyst class is: 74. (5) Reactant: [O:1]1[C:5]([NH:6][C:7](=[O:14])OCC(Cl)(Cl)Cl)=[CH:4][CH:3]=[N:2]1.[C:15]1([C:21]2[N:25]=[C:24]([N:26]3[CH2:31][CH2:30][NH:29][CH2:28][CH2:27]3)[S:23][N:22]=2)[CH:20]=[CH:19][CH:18]=[CH:17][CH:16]=1.C(N(C(C)C)CC)(C)C.CS(C)=O. Product: [O:1]1[C:5]([NH:6][C:7]([N:29]2[CH2:30][CH2:31][N:26]([C:24]3[S:23][N:22]=[C:21]([C:15]4[CH:20]=[CH:19][CH:18]=[CH:17][CH:16]=4)[N:25]=3)[CH2:27][CH2:28]2)=[O:14])=[CH:4][CH:3]=[N:2]1. The catalyst class is: 6. (6) Reactant: F[C:2]([F:7])(F)[C:3](O)=O.[F:8][C:9]1[C:14]([CH:15]2[CH2:20][CH2:19][NH:18][CH2:17][CH2:16]2)=[N:13][CH:12]=[CH:11][N:10]=1.C(=O)([O-])[O-].[Cs+].[Cs+].S(C1C=CC(C)=CC=1)(OCCF)(=O)=O. Product: [F:8][C:9]1[C:14]([CH:15]2[CH2:20][CH2:19][N:18]([CH2:3][CH2:2][F:7])[CH2:17][CH2:16]2)=[N:13][CH:12]=[CH:11][N:10]=1. The catalyst class is: 10. (7) Reactant: [NH2:1][C:2]1[CH:7]=[CH:6][C:5]([C:8]2[S:9][CH:10]=[C:11]([C:13]([NH:15][C@@H:16]([CH:21]([CH3:23])[CH3:22])[C:17]([O:19][CH3:20])=[O:18])=[O:14])[N:12]=2)=[CH:4][CH:3]=1.[F:24][C:25]1[CH:30]=[C:29]([F:31])[CH:28]=[CH:27][C:26]=1[N:32]=[C:33]=[O:34]. Product: [F:24][C:25]1[CH:30]=[C:29]([F:31])[CH:28]=[CH:27][C:26]=1[NH:32][C:33](=[O:34])[NH:1][C:2]1[CH:7]=[CH:6][C:5]([C:8]2[S:9][CH:10]=[C:11]([C:13]([NH:15][C@@H:16]([CH:21]([CH3:23])[CH3:22])[C:17]([O:19][CH3:20])=[O:18])=[O:14])[N:12]=2)=[CH:4][CH:3]=1. The catalyst class is: 1.